The task is: Predict the reaction yield, written as a fraction of the theoretical maximum amount of product (1.0 means a 100% yield; for example, 0.34 means a 34% yield).. This data is from Reaction yield outcomes from USPTO patents with 853,638 reactions. (1) The reactants are [F:1][C:2]1[CH:7]=[CH:6][C:5]([CH:8]([C:13]2[CH:18]=[CH:17][C:16]([Br:19])=[CH:15][CH:14]=2)[CH2:9]C(O)=O)=[CH:4][CH:3]=1.C([N:22](CC)CC)C.Cl[C:28]([O:30][CH2:31][CH3:32])=[O:29].[N-]=[N+]=[N-].[Na+].[CH2:37](O)[C:38]1C=C[CH:41]=[CH:40][CH:39]=1.C(=O)(O)[O-].[Na+]. The catalyst is CC(C)=O.O.C1(C)C=CC=CC=1.C(OCC)(=O)C.C(OCC)C. The product is [CH2:31]([O:30][C:28](=[O:29])[NH:22][CH2:9][CH:8]([C:13]1[CH:14]=[CH:15][C:16]([Br:19])=[CH:17][CH:18]=1)[C:5]1[CH:4]=[CH:3][C:2]([F:1])=[CH:7][CH:6]=1)[C:32]1[CH:41]=[CH:40][CH:39]=[CH:38][CH:37]=1. The yield is 0.450. (2) The reactants are [C:1]([O:5][C:6]([NH:8][CH2:9][CH2:10][CH:11]([OH:15])[C:12]([OH:14])=[O:13])=[O:7])([CH3:4])([CH3:3])[CH3:2].[CH3:16]CN=C=NCCCN(C)C.C1C=CC2N(O)N=NC=2C=1.CCN(C(C)C)C(C)C. The catalyst is CO. The product is [C:1]([O:5][C:6]([NH:8][CH2:9][CH2:10][CH:11]([OH:15])[C:12]([O:14][CH3:16])=[O:13])=[O:7])([CH3:4])([CH3:2])[CH3:3]. The yield is 0.710.